Dataset: Forward reaction prediction with 1.9M reactions from USPTO patents (1976-2016). Task: Predict the product of the given reaction. (1) Given the reactants [CH3:1][C@@H:2]1[CH2:8][N:7]([CH2:9][CH2:10][CH2:11][N:12]2[CH2:17][CH2:16][CH2:15][CH2:14][CH2:13]2)[C:6](=[O:18])[CH2:5][CH2:4][NH:3]1.I[C:20]1[CH:25]=[CH:24][CH:23]=[C:22]([O:26][C:27]([F:30])([F:29])[F:28])[CH:21]=1, predict the reaction product. The product is: [CH3:1][C@@H:2]1[CH2:8][N:7]([CH2:9][CH2:10][CH2:11][N:12]2[CH2:17][CH2:16][CH2:15][CH2:14][CH2:13]2)[C:6](=[O:18])[CH2:5][CH2:4][N:3]1[C:24]1[CH:25]=[CH:20][CH:21]=[C:22]([O:26][C:27]([F:28])([F:29])[F:30])[CH:23]=1. (2) Given the reactants [NH2:1][C@H:2]1[C:11]2[C:6](=[CH:7][CH:8]=[C:9]([F:12])[CH:10]=2)[N:5]([C:13](=[O:15])[CH3:14])[C@@H:4]([CH2:16][CH3:17])[C@@H:3]1[CH3:18].Br[C:20]1[CH:29]=[CH:28][C:23]([C:24]([NH:26][CH3:27])=[O:25])=[CH:22][CH:21]=1.CC(C)([O-])C.[Na+].CN(C1C(C2C(P(C3CCCCC3)C3CCCCC3)=CC=CC=2)=CC=CC=1)C, predict the reaction product. The product is: [C:13]([N:5]1[C:6]2[C:11](=[CH:10][C:9]([F:12])=[CH:8][CH:7]=2)[C@H:2]([NH:1][C:20]2[CH:29]=[CH:28][C:23]([C:24]([NH:26][CH3:27])=[O:25])=[CH:22][CH:21]=2)[C@@H:3]([CH3:18])[C@@H:4]1[CH2:16][CH3:17])(=[O:15])[CH3:14]. (3) Given the reactants [CH2:1]([N:8]1[CH2:13][CH:12]([C:14]2[CH:19]=[CH:18][C:17]([O:20][CH2:21][CH2:22][CH2:23][CH2:24][CH2:25][CH2:26][CH2:27][CH3:28])=[CH:16][CH:15]=2)[O:11][CH2:10][C:9]1=O)[C:2]1[CH:7]=[CH:6][CH:5]=[CH:4][CH:3]=1.CO, predict the reaction product. The product is: [CH2:1]([N:8]1[CH2:9][CH2:10][O:11][CH:12]([C:14]2[CH:15]=[CH:16][C:17]([O:20][CH2:21][CH2:22][CH2:23][CH2:24][CH2:25][CH2:26][CH2:27][CH3:28])=[CH:18][CH:19]=2)[CH2:13]1)[C:2]1[CH:3]=[CH:4][CH:5]=[CH:6][CH:7]=1. (4) Given the reactants [C:1]([O:5][C:6]([N:8]1[CH2:13][CH2:12][CH:11]([C:14]([NH:16][C:17]2[CH:18]=[C:19]3[C:23](=[CH:24][CH:25]=2)[NH:22][CH:21]=[CH:20]3)=[O:15])[CH2:10][CH2:9]1)=[O:7])([CH3:4])([CH3:3])[CH3:2].[C:26]([O:30][C:31](O[C:31]([O:30][C:26]([CH3:29])([CH3:28])[CH3:27])=[O:32])=[O:32])([CH3:29])([CH3:28])[CH3:27], predict the reaction product. The product is: [C:1]([O:5][C:6]([N:8]1[CH2:9][CH2:10][CH:11]([C:14]([NH:16][C:17]2[CH:18]=[C:19]3[C:23](=[CH:24][CH:25]=2)[N:22]([C:31]([O:30][C:26]([CH3:29])([CH3:28])[CH3:27])=[O:32])[CH:21]=[CH:20]3)=[O:15])[CH2:12][CH2:13]1)=[O:7])([CH3:4])([CH3:2])[CH3:3]. (5) The product is: [CH3:24][NH:23][CH2:21][C:19]1[CH:20]=[C:15]([C:12]2[CH:11]=[CH:10][C:9]([CH2:7][OH:8])=[CH:14][CH:13]=2)[CH:16]=[C:17]([C:25]2[CH:26]=[CH:27][CH:28]=[CH:29][CH:30]=2)[CH:18]=1. Given the reactants [H-].[Al+3].[Li+].[H-].[H-].[H-].[CH:7]([C:9]1[CH:14]=[CH:13][C:12]([C:15]2[CH:16]=[C:17]([C:25]3[CH:30]=[CH:29][CH:28]=[CH:27][CH:26]=3)[CH:18]=[C:19]([C:21]([NH:23][CH3:24])=O)[CH:20]=2)=[CH:11][CH:10]=1)=[O:8].S([O-])([O-])(=O)=O.[Na+].[Na+], predict the reaction product. (6) Given the reactants Br[C:2]1[CH:3]=[C:4]([C:8]([O:10][CH3:11])=[O:9])[S:5][C:6]=1[Cl:7].[CH3:12][N:13]1[C:17](B2OC(C)(C)C(C)(C)O2)=[C:16]([CH3:27])[CH:15]=[N:14]1.C([O-])([O-])=O.[K+].[K+], predict the reaction product. The product is: [Cl:7][C:6]1[S:5][C:4]([C:8]([O:10][CH3:11])=[O:9])=[CH:3][C:2]=1[C:17]1[N:13]([CH3:12])[N:14]=[CH:15][C:16]=1[CH3:27].